Dataset: Forward reaction prediction with 1.9M reactions from USPTO patents (1976-2016). Task: Predict the product of the given reaction. (1) Given the reactants [CH3:1][C:2]1[CH:3]=[C:4]([CH:7]=[CH:8][CH:9]=1)[CH:5]=O.[CH3:10][C:11](=O)[CH:12]=[CH2:13].[NH2:15][S:16]([C:19]1[CH:24]=[CH:23][C:22]([NH2:25])=[CH:21][CH:20]=1)(=[O:18])=[O:17], predict the reaction product. The product is: [CH3:10][C:11]1[N:25]([C:22]2[CH:23]=[CH:24][C:19]([S:16]([NH2:15])(=[O:17])=[O:18])=[CH:20][CH:21]=2)[C:5]([C:4]2[CH:3]=[C:2]([CH3:1])[CH:9]=[CH:8][CH:7]=2)=[CH:13][CH:12]=1. (2) Given the reactants [NH2:1][C:2]1[C:6]([C:7]#[N:8])=[CH:5][NH:4][N:3]=1.[C:9]1(B(O)O)[CH:14]=[CH:13][CH:12]=[CH:11][CH:10]=1.N1[CH:23]=[CH:22][CH:21]=[CH:20][CH:19]=1.Cl.[CH2:25](Cl)Cl, predict the reaction product. The product is: [NH:1]([C:2]1[C:6]([C:7]#[N:8])=[CH:5][N:4]([C:19]2[CH:25]=[CH:23][CH:22]=[CH:21][CH:20]=2)[N:3]=1)[C:9]1[CH:14]=[CH:13][CH:12]=[CH:11][CH:10]=1.[NH2:1][C:2]1[C:6]([C:7]#[N:8])=[CH:5][N:4]([C:9]2[CH:14]=[CH:13][CH:12]=[CH:11][CH:10]=2)[N:3]=1. (3) Given the reactants [F:1][C:2]1[CH:3]=[C:4]([CH:29]=[CH:30][C:31]=1[F:32])[CH2:5][NH:6][C:7]([C:9]1[C:17]2[C:12](=[CH:13][CH:14]=[C:15]([N+:18]([O-])=O)[CH:16]=2)[N:11]([CH2:21][C:22]2[CH:27]=[CH:26][CH:25]=[CH:24][CH:23]=2)[C:10]=1[CH3:28])=[O:8], predict the reaction product. The product is: [F:1][C:2]1[CH:3]=[C:4]([CH:29]=[CH:30][C:31]=1[F:32])[CH2:5][NH:6][C:7]([C:9]1[C:17]2[C:12](=[CH:13][CH:14]=[C:15]([NH2:18])[CH:16]=2)[N:11]([CH2:21][C:22]2[CH:27]=[CH:26][CH:25]=[CH:24][CH:23]=2)[C:10]=1[CH3:28])=[O:8].